Dataset: Forward reaction prediction with 1.9M reactions from USPTO patents (1976-2016). Task: Predict the product of the given reaction. (1) Given the reactants [C:1]([O:5][C:6](=[O:27])[N:7]([CH2:11][C:12]1[NH:13][C:14](=[O:26])[C:15]2[CH:20]=[N:19][N:18]([CH:21]3[CH2:25][CH2:24][CH2:23][CH2:22]3)[C:16]=2[N:17]=1)[CH2:8][CH2:9][OH:10])([CH3:4])([CH3:3])[CH3:2].C(N(CC)CC)C.[CH3:35][S:36](Cl)(=[O:38])=[O:37], predict the reaction product. The product is: [CH3:35][S:36]([O:10][CH2:9][CH2:8][N:7]([C:6]([O:5][C:1]([CH3:4])([CH3:2])[CH3:3])=[O:27])[CH2:11][C:12]1[NH:13][C:14](=[O:26])[C:15]2[CH:20]=[N:19][N:18]([CH:21]3[CH2:25][CH2:24][CH2:23][CH2:22]3)[C:16]=2[N:17]=1)(=[O:38])=[O:37]. (2) Given the reactants [Cl:1][C:2]1[N:3]=[C:4]([N:12]2[CH2:17][CH2:16][O:15][CH2:14][CH2:13]2)[C:5]2[S:10][C:9](I)=[CH:8][C:6]=2[N:7]=1.[C:18]([NH:21][C:22]1[CH:23]=[C:24](B(O)O)[CH:25]=[CH:26][CH:27]=1)(=[O:20])[CH3:19], predict the reaction product. The product is: [Cl:1][C:2]1[N:3]=[C:4]([N:12]2[CH2:17][CH2:16][O:15][CH2:14][CH2:13]2)[C:5]2[S:10][C:9]([C:26]3[CH:27]=[C:22]([NH:21][C:18](=[O:20])[CH3:19])[CH:23]=[CH:24][CH:25]=3)=[CH:8][C:6]=2[N:7]=1. (3) Given the reactants C[Si]([C:5]#[C:6][C:7]1[CH:8]=[CH:9][C:10]([NH2:13])=[N:11][CH:12]=1)(C)C.CO.C(=O)([O-])[O-].[K+].[K+], predict the reaction product. The product is: [C:6]([C:7]1[CH:8]=[CH:9][C:10]([NH2:13])=[N:11][CH:12]=1)#[CH:5]. (4) Given the reactants C([Cu])#N.[Li+].[Br-].[Br-].[F:7][C:8]1[CH:9]=[C:10]([CH:13]=[C:14]([F:16])[CH:15]=1)[CH2:11][Zn+].[F:17][C:18]([F:29])([F:28])[C:19]1[CH:27]=[CH:26][C:22]([C:23](Cl)=[O:24])=[CH:21][CH:20]=1, predict the reaction product. The product is: [F:7][C:8]1[CH:9]=[C:10]([CH2:11][C:23]([C:22]2[CH:21]=[CH:20][C:19]([C:18]([F:17])([F:28])[F:29])=[CH:27][CH:26]=2)=[O:24])[CH:13]=[C:14]([F:16])[CH:15]=1.